From a dataset of NCI-60 drug combinations with 297,098 pairs across 59 cell lines. Regression. Given two drug SMILES strings and cell line genomic features, predict the synergy score measuring deviation from expected non-interaction effect. (1) Drug 1: C1=CC=C(C(=C1)C(C2=CC=C(C=C2)Cl)C(Cl)Cl)Cl. Drug 2: C1CN(P(=O)(OC1)NCCCl)CCCl. Cell line: HCC-2998. Synergy scores: CSS=2.20, Synergy_ZIP=2.76, Synergy_Bliss=3.44, Synergy_Loewe=0.104, Synergy_HSA=0.427. (2) Drug 1: CC(C1=C(C=CC(=C1Cl)F)Cl)OC2=C(N=CC(=C2)C3=CN(N=C3)C4CCNCC4)N. Drug 2: CN(C)C1=NC(=NC(=N1)N(C)C)N(C)C. Cell line: RXF 393. Synergy scores: CSS=-1.39, Synergy_ZIP=1.10, Synergy_Bliss=4.34, Synergy_Loewe=1.16, Synergy_HSA=1.16. (3) Drug 1: CCN(CC)CCNC(=O)C1=C(NC(=C1C)C=C2C3=C(C=CC(=C3)F)NC2=O)C. Drug 2: CCN(CC)CCCC(C)NC1=C2C=C(C=CC2=NC3=C1C=CC(=C3)Cl)OC. Cell line: SW-620. Synergy scores: CSS=22.5, Synergy_ZIP=-9.03, Synergy_Bliss=-5.25, Synergy_Loewe=-18.0, Synergy_HSA=-6.06. (4) Drug 1: C1=C(C(=O)NC(=O)N1)N(CCCl)CCCl. Drug 2: CCC(=C(C1=CC=CC=C1)C2=CC=C(C=C2)OCCN(C)C)C3=CC=CC=C3.C(C(=O)O)C(CC(=O)O)(C(=O)O)O. Cell line: OVCAR-4. Synergy scores: CSS=0.0520, Synergy_ZIP=-0.691, Synergy_Bliss=-1.69, Synergy_Loewe=-2.03, Synergy_HSA=-1.65. (5) Drug 1: CC(CN1CC(=O)NC(=O)C1)N2CC(=O)NC(=O)C2. Drug 2: C(CCl)NC(=O)N(CCCl)N=O. Cell line: SNB-75. Synergy scores: CSS=-0.973, Synergy_ZIP=-0.414, Synergy_Bliss=0.680, Synergy_Loewe=-1.31, Synergy_HSA=-1.03. (6) Drug 1: CC12CCC(CC1=CCC3C2CCC4(C3CC=C4C5=CN=CC=C5)C)O. Drug 2: B(C(CC(C)C)NC(=O)C(CC1=CC=CC=C1)NC(=O)C2=NC=CN=C2)(O)O. Cell line: UO-31. Synergy scores: CSS=6.36, Synergy_ZIP=-6.52, Synergy_Bliss=-8.84, Synergy_Loewe=-7.50, Synergy_HSA=-7.31. (7) Drug 1: CS(=O)(=O)C1=CC(=C(C=C1)C(=O)NC2=CC(=C(C=C2)Cl)C3=CC=CC=N3)Cl. Drug 2: CC1C(C(CC(O1)OC2CC(CC3=C2C(=C4C(=C3O)C(=O)C5=C(C4=O)C(=CC=C5)OC)O)(C(=O)C)O)N)O.Cl. Cell line: A498. Synergy scores: CSS=35.3, Synergy_ZIP=9.00, Synergy_Bliss=13.7, Synergy_Loewe=-0.865, Synergy_HSA=13.4. (8) Cell line: M14. Drug 1: CC1C(C(CC(O1)OC2CC(OC(C2O)C)OC3=CC4=CC5=C(C(=O)C(C(C5)C(C(=O)C(C(C)O)O)OC)OC6CC(C(C(O6)C)O)OC7CC(C(C(O7)C)O)OC8CC(C(C(O8)C)O)(C)O)C(=C4C(=C3C)O)O)O)O. Drug 2: C1C(C(OC1N2C=NC(=NC2=O)N)CO)O. Synergy scores: CSS=7.72, Synergy_ZIP=-0.890, Synergy_Bliss=-4.16, Synergy_Loewe=-15.8, Synergy_HSA=-3.34.